This data is from NCI-60 drug combinations with 297,098 pairs across 59 cell lines. The task is: Regression. Given two drug SMILES strings and cell line genomic features, predict the synergy score measuring deviation from expected non-interaction effect. (1) Drug 1: C1C(C(OC1N2C=NC3=C(N=C(N=C32)Cl)N)CO)O. Drug 2: CC1=C(N=C(N=C1N)C(CC(=O)N)NCC(C(=O)N)N)C(=O)NC(C(C2=CN=CN2)OC3C(C(C(C(O3)CO)O)O)OC4C(C(C(C(O4)CO)O)OC(=O)N)O)C(=O)NC(C)C(C(C)C(=O)NC(C(C)O)C(=O)NCCC5=NC(=CS5)C6=NC(=CS6)C(=O)NCCC[S+](C)C)O. Cell line: UACC62. Synergy scores: CSS=54.8, Synergy_ZIP=-9.61, Synergy_Bliss=-4.92, Synergy_Loewe=-5.65, Synergy_HSA=-1.33. (2) Drug 1: CC1=C(C=C(C=C1)NC(=O)C2=CC=C(C=C2)CN3CCN(CC3)C)NC4=NC=CC(=N4)C5=CN=CC=C5. Drug 2: CC1CCC2CC(C(=CC=CC=CC(CC(C(=O)C(C(C(=CC(C(=O)CC(OC(=O)C3CCCCN3C(=O)C(=O)C1(O2)O)C(C)CC4CCC(C(C4)OC)O)C)C)O)OC)C)C)C)OC. Cell line: SK-OV-3. Synergy scores: CSS=4.37, Synergy_ZIP=6.56, Synergy_Bliss=5.84, Synergy_Loewe=-29.9, Synergy_HSA=-7.33. (3) Drug 1: CC1=C2C(C(=O)C3(C(CC4C(C3C(C(C2(C)C)(CC1OC(=O)C(C(C5=CC=CC=C5)NC(=O)C6=CC=CC=C6)O)O)OC(=O)C7=CC=CC=C7)(CO4)OC(=O)C)O)C)OC(=O)C. Drug 2: CC1=C(C(=CC=C1)Cl)NC(=O)C2=CN=C(S2)NC3=CC(=NC(=N3)C)N4CCN(CC4)CCO. Cell line: COLO 205. Synergy scores: CSS=13.7, Synergy_ZIP=-0.871, Synergy_Bliss=-0.744, Synergy_Loewe=-11.6, Synergy_HSA=-0.456.